From a dataset of Retrosynthesis with 50K atom-mapped reactions and 10 reaction types from USPTO. Predict the reactants needed to synthesize the given product. (1) Given the product COC(=O)Nc1ccc(S(=O)(=O)C(C)C)c(CNC(=O)C(Nc2cccc(C(N)=O)c2)c2ccc(OC)c(OC)c2)c1, predict the reactants needed to synthesize it. The reactants are: COC(=O)Nc1ccc(S(=O)(=O)C(C)C)c(CN)c1.COc1ccc(C(Nc2cccc(C(N)=O)c2)C(=O)O)cc1OC. (2) Given the product COc1ccc(-c2ccc(C(C)=O)cc2C)cc1, predict the reactants needed to synthesize it. The reactants are: CC(=O)OC(C)=O.COc1ccc(-c2ccccc2C)cc1. (3) Given the product COC(=O)c1cc(O)c(Cl)c(OC)c1, predict the reactants needed to synthesize it. The reactants are: CI.COC(=O)c1cc(O)c(Cl)c(O)c1. (4) Given the product CCOC(=O)C(C)(C)CNC(=O)c1nc(C#N)c2cc(Oc3ccccc3CC)ccc2c1O, predict the reactants needed to synthesize it. The reactants are: CCOC(=O)C(C)(C)CN.CCc1ccccc1Oc1ccc2c(O)c(C(=O)OC)nc(C#N)c2c1. (5) Given the product CC(=O)NCCCCC(CC1(C(=O)N[C@H]2CC[C@@H](C(=O)O)CC2)CCCC1)C(=O)OC(C)(C)C, predict the reactants needed to synthesize it. The reactants are: CC(=O)OC(C)=O.CC(C)(C)OC(=O)C(CCCCN)CC1(C(=O)N[C@H]2CC[C@@H](C(=O)O)CC2)CCCC1. (6) The reactants are: C[C@@H](O)[C@@](O)(CCl)c1ccc(F)cc1F. Given the product C[C@@H](O)[C@]1(c2ccc(F)cc2F)CO1, predict the reactants needed to synthesize it.